Dataset: Peptide-MHC class I binding affinity with 185,985 pairs from IEDB/IMGT. Task: Regression. Given a peptide amino acid sequence and an MHC pseudo amino acid sequence, predict their binding affinity value. This is MHC class I binding data. (1) The peptide sequence is MPSVIEKMEA. The MHC is HLA-B35:01 with pseudo-sequence HLA-B35:01. The binding affinity (normalized) is 0.694. (2) The peptide sequence is SAEPVPLQL. The MHC is HLA-A30:02 with pseudo-sequence HLA-A30:02. The binding affinity (normalized) is 0.000103. (3) The peptide sequence is FCSNHFTEL. The MHC is HLA-A02:01 with pseudo-sequence HLA-A02:01. The binding affinity (normalized) is 0.0847. (4) The peptide sequence is SLCLMMILPA. The MHC is HLA-A02:17 with pseudo-sequence HLA-A02:17. The binding affinity (normalized) is 0.490. (5) The peptide sequence is VTDSQYALGI. The MHC is HLA-A11:01 with pseudo-sequence HLA-A11:01. The binding affinity (normalized) is 0.0789. (6) The peptide sequence is DVHIPKFKV. The MHC is HLA-A02:06 with pseudo-sequence HLA-A02:06. The binding affinity (normalized) is 0.0919.